The task is: Predict the reactants needed to synthesize the given product.. This data is from Full USPTO retrosynthesis dataset with 1.9M reactions from patents (1976-2016). (1) Given the product [Cl:1][C:2]1[CH:22]=[C:21]([Cl:23])[CH:20]=[CH:19][C:3]=1[CH2:4][O:5][C:6]1[CH:18]=[CH:17][C:9]2[C:10]([CH3:27])([C:13]([O:15][CH3:16])=[O:14])[CH2:11][O:12][C:8]=2[CH:7]=1, predict the reactants needed to synthesize it. The reactants are: [Cl:1][C:2]1[CH:22]=[C:21]([Cl:23])[CH:20]=[CH:19][C:3]=1[CH2:4][O:5][C:6]1[CH:18]=[CH:17][C:9]2[CH:10]([C:13]([O:15][CH3:16])=[O:14])[CH2:11][O:12][C:8]=2[CH:7]=1.[H-].[Na+].I[CH3:27]. (2) Given the product [F:5][C:6]1[CH:7]=[C:8]([CH:32]=[CH:33][C:34]=1[OH:35])[C:9]([NH:11][NH:12][C:13]([C:15]1[O:16][CH:17]=[C:18]([C:26]2[CH:27]=[CH:28][CH:29]=[CH:30][CH:31]=2)[C:19]=1[C:20]1[CH:21]=[CH:22][CH:23]=[CH:24][CH:25]=1)=[O:14])=[O:10], predict the reactants needed to synthesize it. The reactants are: B(Br)(Br)Br.[F:5][C:6]1[CH:7]=[C:8]([CH:32]=[CH:33][C:34]=1[O:35]C)[C:9]([NH:11][NH:12][C:13]([C:15]1[O:16][CH:17]=[C:18]([C:26]2[CH:31]=[CH:30][CH:29]=[CH:28][CH:27]=2)[C:19]=1[C:20]1[CH:25]=[CH:24][CH:23]=[CH:22][CH:21]=1)=[O:14])=[O:10].ClCCl.